From a dataset of Retrosynthesis with 50K atom-mapped reactions and 10 reaction types from USPTO. Predict the reactants needed to synthesize the given product. (1) The reactants are: CCOC(=O)c1cc(C#N)c(N2CC(C(=O)O)C2)nc1C(F)(F)F.NS(=O)(=O)Cc1cccc(Cl)c1. Given the product CCOC(=O)c1cc(C#N)c(N2CC(C(=O)NS(=O)(=O)Cc3cccc(Cl)c3)C2)nc1C(F)(F)F, predict the reactants needed to synthesize it. (2) Given the product CC(C)N1CCN(Cc2c(-c3ccccc3)nc3ccccc3c2C(=O)NN2CCCCCC2)CC1, predict the reactants needed to synthesize it. The reactants are: CC(C)N1CCN(Cc2c(-c3ccccc3)nc3ccccc3c2C(=O)O)CC1.NN1CCCCCC1. (3) Given the product COC(=O)COc1cccc2c1c1c(C(N)=O)cccc1n2Cc1cccc(C(F)(F)F)c1, predict the reactants needed to synthesize it. The reactants are: COC(=O)CBr.NC(=O)c1cccc2c1c1c(O)cccc1n2Cc1cccc(C(F)(F)F)c1. (4) Given the product COC(=O)CNc1nc(OC)ccc1[N+](=O)[O-], predict the reactants needed to synthesize it. The reactants are: COC(=O)CN.COc1ccc([N+](=O)[O-])c(Cl)n1. (5) Given the product Cc1ccc(NC(=O)c2ccc(CN3CCN(C)CC3)c(C(F)(F)F)c2)cc1N, predict the reactants needed to synthesize it. The reactants are: CN1CCN(Cc2ccc(C(=O)Cl)cc2C(F)(F)F)CC1.Cc1ccc(N)cc1N. (6) Given the product COc1cc(C=O)cc(OC)c1OCC1CCC1, predict the reactants needed to synthesize it. The reactants are: BrCC1CCC1.COc1cc(C=O)cc(OC)c1O.